From a dataset of NCI-60 drug combinations with 297,098 pairs across 59 cell lines. Regression. Given two drug SMILES strings and cell line genomic features, predict the synergy score measuring deviation from expected non-interaction effect. (1) Drug 1: CC1=C(C(CCC1)(C)C)C=CC(=CC=CC(=CC(=O)O)C)C. Drug 2: CCN(CC)CCNC(=O)C1=C(NC(=C1C)C=C2C3=C(C=CC(=C3)F)NC2=O)C. Cell line: CAKI-1. Synergy scores: CSS=16.8, Synergy_ZIP=-2.88, Synergy_Bliss=3.46, Synergy_Loewe=-3.08, Synergy_HSA=2.11. (2) Drug 1: CCC1(CC2CC(C3=C(CCN(C2)C1)C4=CC=CC=C4N3)(C5=C(C=C6C(=C5)C78CCN9C7C(C=CC9)(C(C(C8N6C=O)(C(=O)OC)O)OC(=O)C)CC)OC)C(=O)OC)O.OS(=O)(=O)O. Drug 2: C1CNP(=O)(OC1)N(CCCl)CCCl. Cell line: COLO 205. Synergy scores: CSS=-6.09, Synergy_ZIP=2.53, Synergy_Bliss=-0.108, Synergy_Loewe=-4.09, Synergy_HSA=-4.70.